From a dataset of Reaction yield outcomes from USPTO patents with 853,638 reactions. Predict the reaction yield, written as a fraction of the theoretical maximum amount of product (1.0 means a 100% yield; for example, 0.34 means a 34% yield). (1) The reactants are [F:1][C:2]1[CH:24]=[CH:23][CH:22]=[CH:21][C:3]=1[CH2:4][O:5][C:6]1[CH:11]=[CH:10][C:9]([N+:12]([O-])=O)=[CH:8][C:7]=1[C:15]#[C:16][Si](C)(C)C.C(=O)([O-])[O-].[K+].[K+]. The catalyst is C(OCC)(=O)C.C(O)C.CO.C(Cl)Cl.[Pt]. The product is [C:15]([C:7]1[CH:8]=[C:9]([CH:10]=[CH:11][C:6]=1[O:5][CH2:4][C:3]1[CH:21]=[CH:22][CH:23]=[CH:24][C:2]=1[F:1])[NH2:12])#[CH:16]. The yield is 0.620. (2) The reactants are [C:1]([O:5][C:6]([N:8]([CH2:18][C@H:19]1[CH2:28][CH2:27][C:26]2[C:21](=[CH:22][CH:23]=[C:24]([S:29][C:30]3[CH:38]=[CH:37][CH:36]=[CH:35][C:31]=3C(O)=O)[CH:25]=2)[O:20]1)[CH2:9][C@H:10]([OH:17])[C:11]1[CH:12]=[N:13][CH:14]=[CH:15][CH:16]=1)=[O:7])([CH3:4])([CH3:3])[CH3:2].C[Si](C=[N+]=[N-])(C)C. The catalyst is CO.C(OCC)(=O)C.C(OCC)(=O)C. The product is [C:1]([O:5][C:6]([N:8]([CH2:18][C@H:19]1[CH2:28][CH2:27][C:26]2[C:21](=[CH:22][CH:23]=[C:24]([S:29][C:30]3[CH:31]=[C:35]([CH:36]=[CH:37][CH:38]=3)[C:6]([O:5][CH3:1])=[O:7])[CH:25]=2)[O:20]1)[CH2:9][C@H:10]([OH:17])[C:11]1[CH:12]=[N:13][CH:14]=[CH:15][CH:16]=1)=[O:7])([CH3:2])([CH3:3])[CH3:4]. The yield is 0.330. (3) The reactants are [CH3:1][O:2][CH2:3][O:4][CH2:5][C:6]([C:8]1[CH:13]=[CH:12][CH:11]=[CH:10][CH:9]=1)=O.[F:14][C:15]1[CH:24]=[CH:23][C:22]([F:25])=[CH:21][C:16]=1[C:17](=[S:20])[NH:18][NH2:19]. The catalyst is CCO.C(Cl)Cl. The product is [F:14][C:15]1[CH:24]=[CH:23][C:22]([F:25])=[CH:21][C:16]=1[C:17]1[S:20][C:6]([CH2:5][O:4][CH2:3][O:2][CH3:1])([C:8]2[CH:13]=[CH:12][CH:11]=[CH:10][CH:9]=2)[NH:19][N:18]=1. The yield is 0.630. (4) The reactants are [NH2:1][C:2]1[C:3]([C:7](Cl)=[N:8][OH:9])=[N:4][O:5][N:6]=1.[CH3:11][O:12][CH2:13][CH2:14][NH2:15].C(N(CC)CC)C. The catalyst is C(OCC)(=O)C. The product is [NH2:1][C:2]1[C:3]([C:7](=[N:8][OH:9])[NH:15][CH2:14][CH2:13][O:12][CH3:11])=[N:4][O:5][N:6]=1. The yield is 1.19. (5) The reactants are [CH3:1][C:2]1([CH3:30])[O:6][C@@H:5]([CH2:7][O:8][C:9]2[CH:14]=[CH:13][CH:12]=[CH:11][C:10]=2[C:15]2[CH:16]=[CH:17][C:18]3[N:19]([C:21]([C:25]([O:27]CC)=[O:26])=[C:22]([CH3:24])[N:23]=3)[N:20]=2)[CH2:4][O:3]1.O[Li].O.O. The catalyst is C1COCC1. The product is [CH3:1][C:2]1([CH3:30])[O:6][C@@H:5]([CH2:7][O:8][C:9]2[CH:14]=[CH:13][CH:12]=[CH:11][C:10]=2[C:15]2[CH:16]=[CH:17][C:18]3[N:19]([C:21]([C:25]([OH:27])=[O:26])=[C:22]([CH3:24])[N:23]=3)[N:20]=2)[CH2:4][O:3]1. The yield is 0.800. (6) The reactants are [CH:1]([C:3]1[CH:4]=[C:5]([CH:10]=[CH:11][CH:12]=1)[C:6]([O:8][CH3:9])=[O:7])=O.[O:13]1[CH2:18][CH2:17][CH:16]([NH2:19])[CH2:15][CH2:14]1.CC(O)=O.[BH3-]C#N.[Na+]. The catalyst is CO. The product is [O:13]1[CH2:18][CH2:17][CH:16]([NH:19][CH2:1][C:3]2[CH:4]=[C:5]([CH:10]=[CH:11][CH:12]=2)[C:6]([O:8][CH3:9])=[O:7])[CH2:15][CH2:14]1. The yield is 0.670.